This data is from Full USPTO retrosynthesis dataset with 1.9M reactions from patents (1976-2016). The task is: Predict the reactants needed to synthesize the given product. (1) Given the product [F:1][C:2]1[CH:3]=[CH:4][C:5]([C:8]2[CH:9]=[CH:10][C:11]([CH2:14][C:15]([C:18]3[NH:19][CH:20]=[C:21]([CH2:23][C:24]([CH3:31])([C:27]([F:30])([F:29])[F:28])[CH2:25][CH3:26])[N:22]=3)([OH:17])[CH3:16])=[CH:12][CH:13]=2)=[N:6][CH:7]=1, predict the reactants needed to synthesize it. The reactants are: [F:1][C:2]1[CH:3]=[CH:4][C:5]([C:8]2[CH:13]=[CH:12][C:11]([CH2:14][C:15]([C:18]3[NH:19][CH:20]=[C:21]([CH2:23][C:24]([CH3:31])([C:27]([F:30])([F:29])[F:28])[CH:25]=[CH2:26])[N:22]=3)([OH:17])[CH3:16])=[CH:10][CH:9]=2)=[N:6][CH:7]=1. (2) Given the product [Cl:1][C:2]1[CH:8]=[C:7]([CH3:9])[C:5]([NH:6]/[C:13](/[CH3:15])=[CH:12]\[C:11]([O:17][CH3:18])=[O:16])=[C:4]([CH3:10])[CH:3]=1, predict the reactants needed to synthesize it. The reactants are: [Cl:1][C:2]1[CH:8]=[C:7]([CH3:9])[C:5]([NH2:6])=[C:4]([CH3:10])[CH:3]=1.[C:11]([O:17][CH3:18])(=[O:16])[CH2:12][C:13]([CH3:15])=O. (3) Given the product [NH2:14][CH2:11][CH2:12][N:3]1[C:4]([CH3:9])([CH3:8])[CH2:5][CH2:6][CH2:7][C:2]1([CH3:10])[CH3:1], predict the reactants needed to synthesize it. The reactants are: [CH3:1][C:2]1([CH3:10])[CH2:7][CH2:6][CH2:5][C:4]([CH3:9])([CH3:8])[NH:3]1.[C:11](#[N:14])[CH2:12]O. (4) Given the product [Br:1][C:2]1[S:6][C:5]([C:7]2[CH:12]=[CH:11][N:10]=[C:9]([S:13]([CH3:14])=[O:23])[N:8]=2)=[CH:4][CH:3]=1, predict the reactants needed to synthesize it. The reactants are: [Br:1][C:2]1[S:6][C:5]([C:7]2[CH:12]=[CH:11][N:10]=[C:9]([S:13][CH3:14])[N:8]=2)=[CH:4][CH:3]=1.C1C=C(Cl)C=C(C(OO)=[O:23])C=1.